Dataset: Forward reaction prediction with 1.9M reactions from USPTO patents (1976-2016). Task: Predict the product of the given reaction. (1) The product is: [OH:24][C:11]1[CH:10]=[C:9]([OH:26])[C:8]([C@@H:7]2[CH2:6][CH2:5][N:4]([CH3:28])[C@H:3]2[CH2:2][OH:1])=[C:17]2[C:12]=1[C:13](=[O:23])[CH:14]=[C:15]([C:18]1[S:19][CH:20]=[CH:21][CH:22]=1)[O:16]2. Given the reactants [OH:1][CH2:2][C@H:3]1[C@H:7]([C:8]2[C:9]([O:26]C)=[CH:10][C:11]([O:24]C)=[C:12]3[C:17]=2[O:16][C:15]([C:18]2[S:19][CH:20]=[CH:21][CH:22]=2)=[CH:14][C:13]3=[O:23])[CH2:6][CH2:5][N:4]1[CH3:28].Cl.N1C=CC=CC=1, predict the reaction product. (2) Given the reactants [NH:1]1[CH:5]=[CH:4][N:3]=[C:2]1[CH:6]=[O:7].I[CH2:9][CH2:10][CH3:11].C(=O)([O-])[O-].[K+].[K+], predict the reaction product. The product is: [CH2:9]([N:1]1[CH:5]=[CH:4][N:3]=[C:2]1[CH:6]=[O:7])[CH2:10][CH3:11]. (3) Given the reactants [NH2:1][C:2]1[CH:10]=[C:9]2[C:5]([CH2:6][CH2:7][CH2:8]2)=[C:4]([NH:11][C:12]2[N:17]=[C:16]([NH:18][C:19]3[CH:28]=[CH:27][CH:26]=[CH:25][C:20]=3[C:21]([NH:23][CH3:24])=[O:22])[C:15]([Cl:29])=[CH:14][N:13]=2)[CH:3]=1.CCN(C(C)C)C(C)C.[C:39](Cl)(=[O:42])[CH:40]=[CH2:41], predict the reaction product. The product is: [C:39]([NH:1][C:2]1[CH:10]=[C:9]2[C:5]([CH2:6][CH2:7][CH2:8]2)=[C:4]([NH:11][C:12]2[N:17]=[C:16]([NH:18][C:19]3[CH:28]=[CH:27][CH:26]=[CH:25][C:20]=3[C:21]([NH:23][CH3:24])=[O:22])[C:15]([Cl:29])=[CH:14][N:13]=2)[CH:3]=1)(=[O:42])[CH:40]=[CH2:41]. (4) Given the reactants [CH3:1][N:2]1[CH2:7][CH2:6][CH2:5][C@@H:4]([C:8](OCC)=[O:9])[CH2:3]1.[H-].[Al+3].[Li+].[H-].[H-].[H-].O.[OH-].[Na+], predict the reaction product. The product is: [CH3:1][N:2]1[CH2:7][CH2:6][CH2:5][C@@H:4]([CH2:8][OH:9])[CH2:3]1. (5) Given the reactants [CH2:1]([C:3]1[NH:7][N:6]=[C:5]([NH:8][C:9]2[C:18]3[C:13](=[CH:14][CH:15]=[CH:16][CH:17]=3)[N:12]=[C:11]([C:19]([C:21]3[CH:26]=[CH:25][C:24]([F:27])=[CH:23][CH:22]=3)=[O:20])[N:10]=2)[CH:4]=1)[CH3:2].[BH4-].[Na+].Cl, predict the reaction product. The product is: [CH2:1]([C:3]1[NH:7][N:6]=[C:5]([NH:8][C:9]2[C:18]3[C:13](=[CH:14][CH:15]=[CH:16][CH:17]=3)[N:12]=[C:11]([CH:19]([C:21]3[CH:22]=[CH:23][C:24]([F:27])=[CH:25][CH:26]=3)[OH:20])[N:10]=2)[CH:4]=1)[CH3:2]. (6) Given the reactants [S:1]1[C:5]([CH:6]=O)=[CH:4][N:3]=[CH:2]1.[CH2:8]([NH2:10])[CH3:9], predict the reaction product. The product is: [CH2:8]([NH:10][CH2:6][C:5]1[S:1][CH:2]=[N:3][CH:4]=1)[CH3:9].